This data is from Forward reaction prediction with 1.9M reactions from USPTO patents (1976-2016). The task is: Predict the product of the given reaction. (1) Given the reactants C[O:2][C:3]1[CH:8]=[CH:7][C:6]([O:9][C:10]2[CH:15]=[CH:14][C:13]([CH3:16])=[CH:12][CH:11]=2)=[CH:5][CH:4]=1.B(Br)(Br)Br, predict the reaction product. The product is: [C:13]1([CH3:16])[CH:12]=[CH:11][C:10]([O:9][C:6]2[CH:7]=[CH:8][C:3]([OH:2])=[CH:4][CH:5]=2)=[CH:15][CH:14]=1. (2) Given the reactants Br[C:2]1[N:10]([CH2:11][C:12]2[CH:17]=[CH:16][C:15]([C:18]([F:21])([F:20])[F:19])=[CH:14][CH:13]=2)[C:9]2[C:4](=[N:5][C:6]([C:29]#[N:30])=[N:7][C:8]=2[NH:22][C@@H:23]([CH:25]2[CH2:28][CH2:27][CH2:26]2)[CH3:24])[N:3]=1.[CH3:31][O:32][C:33]1[CH:34]=[C:35](B(O)O)[CH:36]=[CH:37][CH:38]=1.C(=O)([O-])[O-].[Na+].[Na+], predict the reaction product. The product is: [CH:25]1([C@H:23]([NH:22][C:8]2[N:7]=[C:6]([C:29]#[N:30])[N:5]=[C:4]3[C:9]=2[N:10]([CH2:11][C:12]2[CH:13]=[CH:14][C:15]([C:18]([F:19])([F:21])[F:20])=[CH:16][CH:17]=2)[C:2]([C:37]2[CH:36]=[CH:35][CH:34]=[C:33]([O:32][CH3:31])[CH:38]=2)=[N:3]3)[CH3:24])[CH2:28][CH2:27][CH2:26]1. (3) Given the reactants [OH:1][C@@H:2]([C@H:4]1[C:34](=[O:35])[N:6]2[C:7]([C:21]([O:23][CH2:24][C:25]3[CH:30]=[CH:29][C:28]([N+:31]([O-:33])=[O:32])=[CH:27][CH:26]=3)=[O:22])=[C:8]([C:11]3[S:15][C:14]4=[C:16]([S:19][CH3:20])[N:17]=[CH:18][N:13]4[CH:12]=3)[C@H:9]([CH3:10])[C@H:5]12)[CH3:3].[CH3:36][O:37][C:38]1[CH:39]=[C:40]([CH:43]=[CH:44][CH:45]=1)[CH2:41]Br.[I-:46].[Na+], predict the reaction product. The product is: [I-:46].[OH:1][C@@H:2]([C@H:4]1[C:34](=[O:35])[N:6]2[C:7]([C:21]([O:23][CH2:24][C:25]3[CH:26]=[CH:27][C:28]([N+:31]([O-:33])=[O:32])=[CH:29][CH:30]=3)=[O:22])=[C:8]([C:11]3[S:15][C:14]4=[C:16]([S:19][CH3:20])[N:17]([CH2:41][C:40]5[CH:43]=[CH:44][CH:45]=[C:38]([O:37][CH3:36])[CH:39]=5)[CH:18]=[N+:13]4[CH:12]=3)[C@H:9]([CH3:10])[C@H:5]12)[CH3:3]. (4) Given the reactants [Cl:1][C:2]1[C:3]([F:20])=[C:4]([NH:8][C:9]([CH3:19])=[C:10]([N+:16]([O-])=O)[C:11]([O:13][CH2:14][CH3:15])=[O:12])[CH:5]=[CH:6][CH:7]=1.[CH2:21](OC(OCC)OCC)C, predict the reaction product. The product is: [Cl:1][C:2]1[C:3]([F:20])=[C:4]([N:8]2[C:9]([CH3:19])=[C:10]([C:11]([O:13][CH2:14][CH3:15])=[O:12])[N:16]=[CH:21]2)[CH:5]=[CH:6][CH:7]=1.